This data is from Full USPTO retrosynthesis dataset with 1.9M reactions from patents (1976-2016). The task is: Predict the reactants needed to synthesize the given product. (1) Given the product [CH3:9][C:4]1[N:5]=[C:6]([CH3:8])[CH:7]=[C:2]2[C:3]=1[CH:10]=[CH:25][C:30](=[O:32])[NH:1]2, predict the reactants needed to synthesize it. The reactants are: [NH2:1][C:2]1[CH:7]=[C:6]([CH3:8])[N:5]=[C:4]([CH3:9])[C:3]=1[CH:10]=O.C1([PH2]([C:25]2[CH:30]=CC=CC=2)C2C=CC=CC=2)C=CC=CC=1.C[O-:32].[Na+]. (2) Given the product [C:1]([O:4][CH:5]=[CH2:6])(=[O:3])[CH3:2].[F:7][C:8]([F:12])=[C:9]([F:11])[F:10], predict the reactants needed to synthesize it. The reactants are: [C:1]([O:4][CH:5]=[CH2:6])(=[O:3])[CH3:2].[F:7][C:8]([F:12])=[C:9]([F:11])[F:10].